Dataset: Reaction yield outcomes from USPTO patents with 853,638 reactions. Task: Predict the reaction yield, written as a fraction of the theoretical maximum amount of product (1.0 means a 100% yield; for example, 0.34 means a 34% yield). The reactants are [C-:1]#[N:2].[Na+].Br[CH2:5][C:6]1[C:11]([N+:12]([O-:14])=[O:13])=[CH:10][CH:9]=[CH:8][C:7]=1[O:15][CH3:16]. The catalyst is C(O)C. The product is [CH3:16][O:15][C:7]1[CH:8]=[CH:9][CH:10]=[C:11]([N+:12]([O-:14])=[O:13])[C:6]=1[CH2:5][C:1]#[N:2]. The yield is 0.610.